From a dataset of Catalyst prediction with 721,799 reactions and 888 catalyst types from USPTO. Predict which catalyst facilitates the given reaction. Reactant: Cl.[NH2:2][CH2:3][C:4]([C:6]1[CH:11]=[CH:10][CH:9]=[C:8]([Cl:12])[C:7]=1[Cl:13])=[O:5].[BH4-].[Na+].Cl. Product: [NH2:2][CH2:3][CH:4]([C:6]1[CH:11]=[CH:10][CH:9]=[C:8]([Cl:12])[C:7]=1[Cl:13])[OH:5]. The catalyst class is: 5.